Dataset: Reaction yield outcomes from USPTO patents with 853,638 reactions. Task: Predict the reaction yield, written as a fraction of the theoretical maximum amount of product (1.0 means a 100% yield; for example, 0.34 means a 34% yield). (1) The reactants are [NH2:1][C:2]1[C:10]2[N:9]=[C:8]([CH2:11][O:12][CH3:13])[N:7]([CH3:14])[C:6]=2[CH:5]=[C:4]([Br:15])[CH:3]=1.[CH3:16][C:17]1[CH:24]=[CH:23][CH:22]=[C:21]([CH3:25])[C:18]=1[CH2:19]Cl.C(=O)([O-])[O-].[K+].[K+].[I-].[K+]. The catalyst is C(#N)C.O. The product is [Br:15][C:4]1[CH:3]=[C:2]([NH:1][CH2:19][C:18]2[C:21]([CH3:25])=[CH:22][CH:23]=[CH:24][C:17]=2[CH3:16])[C:10]2[N:9]=[C:8]([CH2:11][O:12][CH3:13])[N:7]([CH3:14])[C:6]=2[CH:5]=1. The yield is 0.230. (2) The reactants are Br.[N:2]1[CH:7]=[CH:6][CH:5]=[C:4]([O:8][C:9]2[CH:14]=[CH:13][C:12]([C:15]3[O:19][C:18]([NH2:20])=[N:17][N:16]=3)=[CH:11][CH:10]=2)[CH:3]=1.[Cl:21][C:22]1[C:23]([F:35])=[C:24]([CH:28]=[C:29]([C:31]([F:34])([F:33])[F:32])[CH:30]=1)[C:25](Cl)=[O:26]. The catalyst is N1C=CC=CC=1.CO. The product is [Cl:21][C:22]1[C:23]([F:35])=[C:24]([CH:28]=[C:29]([C:31]([F:33])([F:34])[F:32])[CH:30]=1)[C:25]([NH:20][C:18]1[O:19][C:15]([C:12]2[CH:11]=[CH:10][C:9]([O:8][C:4]3[CH:3]=[N:2][CH:7]=[CH:6][CH:5]=3)=[CH:14][CH:13]=2)=[N:16][N:17]=1)=[O:26]. The yield is 0.348. (3) The catalyst is CN(C)C=O.O. The yield is 0.350. The product is [C:1]([C:5]1[CH:6]=[C:7]([CH:11]=[C:12]([C:14]([N:16]2[CH2:21][CH2:20][CH:19]([O:22][C:23]3[CH:28]=[CH:27][C:26]([Cl:29])=[CH:25][CH:24]=3)[CH2:18][CH2:17]2)=[O:15])[CH:13]=1)[C:8]([NH2:40])=[O:9])([CH3:4])([CH3:3])[CH3:2]. The reactants are [C:1]([C:5]1[CH:6]=[C:7]([CH:11]=[C:12]([C:14]([N:16]2[CH2:21][CH2:20][CH:19]([O:22][C:23]3[CH:28]=[CH:27][C:26]([Cl:29])=[CH:25][CH:24]=3)[CH2:18][CH2:17]2)=[O:15])[CH:13]=1)[C:8](O)=[O:9])([CH3:4])([CH3:3])[CH3:2].C(Cl)CCl.C1C=CC2N(O)N=[N:40]C=2C=1.C(N(CC)C(C)C)(C)C.O.[NH4+]. (4) The reactants are CO[C:3]([C:5]1[NH:6][N:7]=[C:8]([O:10][CH2:11][C:12]2[C:13]([CH2:18][CH2:19][CH2:20][CH3:21])=[N:14][O:15][C:16]=2[CH3:17])[CH:9]=1)=[O:4].[CH:22]([NH2:25])([CH3:24])[CH3:23]. No catalyst specified. The product is [CH:22]([NH:25][C:3]([C:5]1[NH:6][N:7]=[C:8]([O:10][CH2:11][C:12]2[C:13]([CH2:18][CH2:19][CH2:20][CH3:21])=[N:14][O:15][C:16]=2[CH3:17])[CH:9]=1)=[O:4])([CH3:24])[CH3:23]. The yield is 0.890.